From a dataset of Peptide-MHC class II binding affinity with 134,281 pairs from IEDB. Regression. Given a peptide amino acid sequence and an MHC pseudo amino acid sequence, predict their binding affinity value. This is MHC class II binding data. (1) The peptide sequence is KVPPGPNITATYGDK. The MHC is HLA-DQA10102-DQB10502 with pseudo-sequence HLA-DQA10102-DQB10502. The binding affinity (normalized) is 0. (2) The peptide sequence is APTGMFVAAAKYMVI. The MHC is DRB1_1001 with pseudo-sequence DRB1_1001. The binding affinity (normalized) is 0.539. (3) The peptide sequence is AARLFKAFILDGDKL. The MHC is DRB1_0405 with pseudo-sequence DRB1_0405. The binding affinity (normalized) is 0.728. (4) The peptide sequence is VRILRRVHHRKYLTD. The MHC is DRB1_0802 with pseudo-sequence DRB1_0802. The binding affinity (normalized) is 0.426. (5) The peptide sequence is IDTLKKNENIKEL. The MHC is DRB1_0101 with pseudo-sequence DRB1_0101. The binding affinity (normalized) is 0.554. (6) The peptide sequence is SKKYFAATQFEPLAA. The MHC is HLA-DQA10101-DQB10501 with pseudo-sequence HLA-DQA10101-DQB10501. The binding affinity (normalized) is 0.487. (7) The peptide sequence is AVIRGKKGAGGITIK. The MHC is DRB1_0802 with pseudo-sequence DRB1_0802. The binding affinity (normalized) is 0.186. (8) The peptide sequence is TMTQMNQAFRNIVNM. The MHC is HLA-DQA10101-DQB10501 with pseudo-sequence HLA-DQA10101-DQB10501. The binding affinity (normalized) is 0.189. (9) The peptide sequence is FETIVVTVDSLPEFK. The MHC is DRB1_1201 with pseudo-sequence DRB1_1201. The binding affinity (normalized) is 0.206.